From a dataset of Reaction yield outcomes from USPTO patents with 853,638 reactions. Predict the reaction yield, written as a fraction of the theoretical maximum amount of product (1.0 means a 100% yield; for example, 0.34 means a 34% yield). The reactants are [C:1](OC(O[C:1]([CH3:4])([CH3:3])[CH3:2])N(C)C)([CH3:4])([CH3:3])[CH3:2].[CH2:15]([O:22][C:23]([N:25]1[CH2:50][CH2:49][C:28]2([N:32]([C:33]3[CH:38]=[CH:37][CH:36]=[CH:35][CH:34]=3)[CH2:31][N:30]([C:39]3[CH:47]=[CH:46][C:42]([C:43]([OH:45])=[O:44])=[CH:41][CH:40]=3)[C:29]2=[O:48])[CH2:27][CH2:26]1)=[O:24])[C:16]1[CH:21]=[CH:20][CH:19]=[CH:18][CH:17]=1. The catalyst is C1(C)C=CC=CC=1. The product is [C:1]([O:44][C:43]([C:42]1[CH:41]=[CH:40][C:39]([N:30]2[C:29](=[O:48])[C:28]3([CH2:27][CH2:26][N:25]([C:23]([O:22][CH2:15][C:16]4[CH:21]=[CH:20][CH:19]=[CH:18][CH:17]=4)=[O:24])[CH2:50][CH2:49]3)[N:32]([C:33]3[CH:38]=[CH:37][CH:36]=[CH:35][CH:34]=3)[CH2:31]2)=[CH:47][CH:46]=1)=[O:45])([CH3:4])([CH3:3])[CH3:2]. The yield is 0.790.